Dataset: Catalyst prediction with 721,799 reactions and 888 catalyst types from USPTO. Task: Predict which catalyst facilitates the given reaction. (1) Reactant: [NH2:1][C:2]1[N:6]=[CH:5][NH:4][N:3]=1.[C:7]([N+:11]#[C-:12])([CH3:10])([CH3:9])[CH3:8].[CH3:13][C:14]1[CH:21]=[CH:20][C:19]([CH3:22])=[CH:18][C:15]=1[CH:16]=O. Product: [C:7]([NH:11][C:12]1[N:3]2[NH:4][CH:5]=[N:6][C:2]2=[N:1][C:16]=1[C:15]1[CH:18]=[C:19]([CH3:22])[CH:20]=[CH:21][C:14]=1[CH3:13])([CH3:10])([CH3:9])[CH3:8]. The catalyst class is: 519. (2) Reactant: [CH3:10][C:2]1([CH3:10])[CH2:4][C:3](=[O:9])[CH:2]=[CH:4][C:3]1=[O:9].[OH:11]S(C(F)(F)F)(=O)=O.[C:19]([O:22]CC)(=[O:21])[CH3:20]. Product: [CH3:4][C:3]([CH2:2][C:10]([CH2:20][C:19]([OH:22])=[O:21])=[O:11])=[O:9]. The catalyst class is: 152. (3) Product: [S:18]1[C:22]2[CH:23]=[CH:24][CH:25]=[CH:26][C:21]=2[CH:20]=[C:19]1[C:27]([NH:1][C:2]1[N:10]=[CH:9][CH:8]=[CH:7][C:3]=1[C:4]([OH:6])=[O:5])=[O:28]. Reactant: [NH2:1][C:2]1[N:10]=[CH:9][CH:8]=[CH:7][C:3]=1[C:4]([OH:6])=[O:5].C(N(CC)CC)C.[S:18]1[C:22]2[CH:23]=[CH:24][CH:25]=[CH:26][C:21]=2[CH:20]=[C:19]1[C:27](Cl)=[O:28]. The catalyst class is: 95. (4) Reactant: [CH3:1][C:2]1([CH3:37])[CH2:6][C:5]2([CH2:11][CH2:10][C:9]([C:12]3[C:16]([CH2:17][N:18]([CH3:30])[CH2:19][CH2:20][N:21]([CH3:29])[C:22](=[O:28])[O:23][C:24]([CH3:27])([CH3:26])[CH3:25])=[CH:15][N:14]([CH:31]4[CH2:36][CH2:35][CH2:34][CH2:33][O:32]4)[N:13]=3)=[CH:8][CH2:7]2)[CH2:4][O:3]1.[H][H]. Product: [CH3:1][C:2]1([CH3:37])[CH2:6][C:5]2([CH2:7][CH2:8][CH:9]([C:12]3[C:16]([CH2:17][N:18]([CH3:30])[CH2:19][CH2:20][N:21]([CH3:29])[C:22](=[O:28])[O:23][C:24]([CH3:25])([CH3:26])[CH3:27])=[CH:15][N:14]([CH:31]4[CH2:36][CH2:35][CH2:34][CH2:33][O:32]4)[N:13]=3)[CH2:10][CH2:11]2)[CH2:4][O:3]1. The catalyst class is: 331. (5) Reactant: [Cl:1][C:2]1[N:7]=[C:6](Cl)[C:5]([NH2:9])=[C:4]([CH3:10])[N:3]=1. Product: [Cl:1][C:2]1[N:3]=[C:4]([CH3:10])[C:5]([NH2:9])=[CH:6][N:7]=1. The catalyst class is: 748. (6) Reactant: [Br-].[CH2:2]([P+](C1C=CC=CC=1)(C1C=CC=CC=1)C1C=CC=CC=1)[CH:3]=[CH:4][C:5]1[CH:10]=[CH:9][CH:8]=[CH:7][CH:6]=1.CC([O-])(C)C.[K+].[Br:36][C:37]1[CH:38]=[C:39]([C:50]2[CH:57]=[CH:56][C:53]([CH:54]=O)=[CH:52][CH:51]=2)[S:40][C:41]=1[C:42]1[CH:47]=[CH:46][C:45]([O:48][CH3:49])=[CH:44][CH:43]=1.O. Product: [Br:36][C:37]1[CH:38]=[C:39]([C:50]2[CH:51]=[CH:52][C:53](/[CH:54]=[CH:2]/[CH:3]=[CH:4]/[C:5]3[CH:6]=[CH:7][CH:8]=[CH:9][CH:10]=3)=[CH:56][CH:57]=2)[S:40][C:41]=1[C:42]1[CH:47]=[CH:46][C:45]([O:48][CH3:49])=[CH:44][CH:43]=1. The catalyst class is: 1. (7) Reactant: O[CH2:2][C:3]1[CH:11]=[CH:10][C:6]2[N:7]=[CH:8][S:9][C:5]=2[CH:4]=1.N1C=CC=CC=1.P(Cl)(Cl)(Cl)(Cl)[Cl:19]. Product: [Cl:19][CH2:2][C:3]1[CH:11]=[CH:10][C:6]2[N:7]=[CH:8][S:9][C:5]=2[CH:4]=1. The catalyst class is: 4.